From a dataset of Merck oncology drug combination screen with 23,052 pairs across 39 cell lines. Regression. Given two drug SMILES strings and cell line genomic features, predict the synergy score measuring deviation from expected non-interaction effect. Drug 1: CN1C(=O)C=CC2(C)C3CCC4(C)C(NC(=O)OCC(F)(F)F)CCC4C3CCC12. Drug 2: CCC1(O)C(=O)OCc2c1cc1n(c2=O)Cc2cc3c(CN(C)C)c(O)ccc3nc2-1. Cell line: HT29. Synergy scores: synergy=14.0.